The task is: Predict the reactants needed to synthesize the given product.. This data is from Full USPTO retrosynthesis dataset with 1.9M reactions from patents (1976-2016). (1) The reactants are: [C:1]([C:3]1[CH:8]=[CH:7][C:6]([C:9]2[CH:14]=[CH:13][N:12]=[CH:11][CH:10]=2)=[CH:5][C:4]=1[F:15])#[CH:2].[N:16]([CH:19]1[CH2:25][CH2:24][C:23]2[C:26]([F:30])=[CH:27][CH:28]=[CH:29][C:22]=2[N:21]([CH2:31][C:32]([F:35])([F:34])[F:33])[C:20]1=[O:36])=[N+:17]=[N-:18]. Given the product [F:30][C:26]1[C:23]2[CH2:24][CH2:25][CH:19]([N:16]3[CH:2]=[C:1]([C:3]4[CH:8]=[CH:7][C:6]([C:9]5[CH:10]=[CH:11][N:12]=[CH:13][CH:14]=5)=[CH:5][C:4]=4[F:15])[N:18]=[N:17]3)[C:20](=[O:36])[N:21]([CH2:31][C:32]([F:33])([F:34])[F:35])[C:22]=2[CH:29]=[CH:28][CH:27]=1, predict the reactants needed to synthesize it. (2) Given the product [CH3:23][NH:22][C:17]1[CH:16]=[C:15]([C:4]2[CH:5]=[CH:6][CH:7]=[CH:8][C:3]=2[C:2]([F:13])([F:12])[F:1])[N:20]=[C:19]([NH2:21])[N:18]=1, predict the reactants needed to synthesize it. The reactants are: [F:1][C:2]([F:13])([F:12])[C:3]1[CH:8]=[CH:7][CH:6]=[CH:5][C:4]=1B(O)O.I[C:15]1[N:20]=[C:19]([NH2:21])[N:18]=[C:17]([NH:22][CH3:23])[CH:16]=1. (3) Given the product [Si:13]([O:12][C:11]1[CH:20]=[CH:21][C:8]([CH2:7][C:6]2[CH:22]=[C:2]([C@@:33]3([O:54][CH3:25])[C@H:32]([OH:31])[C@@H:37]([OH:38])[C@H:36]([OH:43])[C@@H:35]([CH2:48][OH:49])[O:34]3)[CH:3]=[CH:4][C:5]=2[Cl:23])=[CH:9][CH:10]=1)([C:16]([CH3:19])([CH3:18])[CH3:17])([CH3:15])[CH3:14], predict the reactants needed to synthesize it. The reactants are: Br[C:2]1[CH:3]=[CH:4][C:5]([Cl:23])=[C:6]([CH:22]=1)[CH2:7][C:8]1[CH:21]=[CH:20][C:11]([O:12][Si:13]([C:16]([CH3:19])([CH3:18])[CH3:17])([CH3:15])[CH3:14])=[CH:10][CH:9]=1.[Li][C:25](C)(C)C.C[Si](C)(C)[O:31][C@@H:32]1[C@@H:37]([O:38][Si](C)(C)C)[C@H:36]([O:43][Si](C)(C)C)[C@@H:35]([CH2:48][O:49][Si](C)(C)C)[O:34][C:33]1=[O:54].CS(O)(=O)=O. (4) Given the product [OH:1][CH2:2][C@H:3]1[O:7][C:6]([CH3:8])([CH3:9])[O:5][C@H:4]1[CH2:10][CH2:11][C:12]([O:14][CH2:15][CH3:16])=[O:13], predict the reactants needed to synthesize it. The reactants are: [OH:1][CH2:2][C@H:3]1[O:7][C:6]([CH3:9])([CH3:8])[O:5][C@H:4]1[CH:10]=[CH:11][C:12]([O:14][CH2:15][CH3:16])=[O:13].